From a dataset of Reaction yield outcomes from USPTO patents with 853,638 reactions. Predict the reaction yield, written as a fraction of the theoretical maximum amount of product (1.0 means a 100% yield; for example, 0.34 means a 34% yield). (1) The reactants are [N:1]1[CH:6]=[CH:5][CH:4]=[C:3]([NH:7][C:8](=[O:15])OCC(Cl)(Cl)Cl)[N:2]=1.Cl.Cl.[C:18]1([C:24]2[N:29]=[C:28]([N:30]3[CH2:35][CH2:34][NH:33][CH2:32][CH2:31]3)[CH:27]=[CH:26][CH:25]=2)[CH:23]=[CH:22][CH:21]=[CH:20][CH:19]=1. No catalyst specified. The product is [C:18]1([C:24]2[N:29]=[C:28]([N:30]3[CH2:35][CH2:34][N:33]([C:8]([NH:7][C:3]4[N:2]=[N:1][CH:6]=[CH:5][CH:4]=4)=[O:15])[CH2:32][CH2:31]3)[CH:27]=[CH:26][CH:25]=2)[CH:19]=[CH:20][CH:21]=[CH:22][CH:23]=1. The yield is 0.350. (2) The reactants are [CH2:1]([OH:4])[CH2:2][CH3:3].C(N(CC)CC)C.[C:12]1([CH3:22])[CH:17]=[CH:16][C:15]([S:18](Cl)(=[O:20])=[O:19])=[CH:14][CH:13]=1.Cl. The catalyst is C(Cl)Cl. The product is [S:18]([C:15]1[CH:16]=[CH:17][C:12]([CH3:22])=[CH:13][CH:14]=1)([O:4][CH2:1][CH2:2][CH3:3])(=[O:20])=[O:19]. The yield is 0.950. (3) The reactants are [Cl:1][C:2]1[CH:7]=[CH:6][C:5]([C:8]23[N:22]([C:23]([C:25]4[C:26]([CH3:30])=[N:27][O:28][CH:29]=4)=[O:24])[CH2:21][CH2:20][N:9]2[C:10](=[O:19])[C:11]2[N:12]([C:14]([CH:17]=O)=[CH:15][CH:16]=2)[CH2:13]3)=[CH:4][CH:3]=1.[NH:31]1[CH2:36][CH2:35][O:34][CH2:33][CH2:32]1.C(O[BH-](OC(=O)C)OC(=O)C)(=O)C.[Na+]. The catalyst is ClCCCl. The product is [Cl:1][C:2]1[CH:3]=[CH:4][C:5]([C:8]23[N:22]([C:23]([C:25]4[C:26]([CH3:30])=[N:27][O:28][CH:29]=4)=[O:24])[CH2:21][CH2:20][N:9]2[C:10](=[O:19])[C:11]2[N:12]([C:14]([CH2:17][N:31]4[CH2:36][CH2:35][O:34][CH2:33][CH2:32]4)=[CH:15][CH:16]=2)[CH2:13]3)=[CH:6][CH:7]=1. The yield is 0.890. (4) The reactants are N[C:2]1[N:7]=[C:6]([C:8]2[S:12][C:11]([C:13]([OH:15])=[O:14])=[CH:10][CH:9]=2)[CH:5]=[CH:4][N:3]=1.C(N)=N. No catalyst specified. The product is [N:3]1[CH:4]=[CH:5][C:6]([C:8]2[S:12][C:11]([C:13]([OH:15])=[O:14])=[CH:10][CH:9]=2)=[N:7][CH:2]=1. The yield is 0.740.